This data is from Reaction yield outcomes from USPTO patents with 853,638 reactions. The task is: Predict the reaction yield, written as a fraction of the theoretical maximum amount of product (1.0 means a 100% yield; for example, 0.34 means a 34% yield). (1) The reactants are [OH:1][CH2:2][C:3]([CH3:9])([CH3:8])[C:4]([O:6][CH3:7])=[O:5].CCOC(/N=N/C(OCC)=O)=O.C1(P(C2C=CC=CC=2)C2C=CC=CC=2)C=CC=CC=1.O[C:42]1[C:47]([O:48][CH3:49])=[C:46]([O:50][CH3:51])[CH:45]=[CH:44][C:43]=1[C:52]1[CH:53]=[C:54]2[C:58](=[CH:59][CH:60]=1)[C:57](=[O:61])[O:56][CH2:55]2. The catalyst is O1CCCC1.C(OCC)(=O)C. The product is [CH3:49][O:48][C:47]1[C:46]([O:50][CH3:51])=[CH:45][CH:44]=[C:43]([C:52]2[CH:53]=[C:54]3[C:58](=[CH:59][CH:60]=2)[C:57](=[O:61])[O:56][CH2:55]3)[C:42]=1[O:1][CH2:2][C:3]([CH3:9])([CH3:8])[C:4]([O:6][CH3:7])=[O:5]. The yield is 0.286. (2) The reactants are [CH3:1][C:2]1[CH:7]=[C:6]([N+:8]([O-])=O)[CH:5]=[C:4]([CH3:11])[C:3]=1[C:12]1[CH:17]=[CH:16][C:15]([C:18]([F:21])([F:20])[F:19])=[CH:14][CH:13]=1.[H][H]. The catalyst is C(O)C.[Pd]. The product is [CH3:1][C:2]1[CH:7]=[C:6]([NH2:8])[CH:5]=[C:4]([CH3:11])[C:3]=1[C:12]1[CH:17]=[CH:16][C:15]([C:18]([F:19])([F:21])[F:20])=[CH:14][CH:13]=1. The yield is 0.890. (3) The reactants are Cl[C:2]1[C:7]([C:8]#[N:9])=[C:6]([Cl:10])[N:5]=[C:4]([S:11][CH3:12])[N:3]=1.[F:13][C:14]1[CH:20]=[CH:19][CH:18]=[C:17]([F:21])[C:15]=1[NH2:16].CO.O. The catalyst is CN(C=O)C. The product is [Cl:10][C:6]1[C:7]([C:8]#[N:9])=[C:2]([NH:16][C:15]2[C:14]([F:13])=[CH:20][CH:19]=[CH:18][C:17]=2[F:21])[N:3]=[C:4]([S:11][CH3:12])[N:5]=1. The yield is 0.900. (4) The reactants are [CH2:1]([N:8]1[CH2:13][CH2:12][C:11]2([C:21]3[C:20](=[O:22])[N:19]([CH2:23][C@H:24]([NH:31][C:32](=[O:38])[O:33][C:34]([CH3:37])([CH3:36])[CH3:35])[C:25]4[CH:30]=[CH:29][CH:28]=[CH:27][CH:26]=4)[C:18](=[O:39])[N:17]([CH2:40][C:41]4[C:46]([C:47]([F:50])([F:49])[F:48])=[CH:45][CH:44]=[CH:43][C:42]=4[F:51])[C:16]=3[CH2:15]O2)[CH2:10][CH2:9]1)[C:2]1[CH:7]=[CH:6][CH:5]=[CH:4][CH:3]=1.[CH2:52](N1CCC2(C3C(=O)NC(=O)N(CC4C(C(F)(F)F)=CC=CC=4F)C=3CC2)CC1)C1C=CC=CC=1. No catalyst specified. The product is [CH2:1]([N:8]1[CH2:13][CH2:12][C:11]2([C:21]3[C:20](=[O:22])[N:19]([CH2:23][C@H:24]([NH:31][C:32](=[O:38])[O:33][C:34]([CH3:35])([CH3:36])[CH3:37])[C:25]4[CH:30]=[CH:29][CH:28]=[CH:27][CH:26]=4)[C:18](=[O:39])[N:17]([CH2:40][C:41]4[C:46]([C:47]([F:48])([F:49])[F:50])=[CH:45][CH:44]=[CH:43][C:42]=4[F:51])[C:16]=3[CH2:15][CH2:52]2)[CH2:10][CH2:9]1)[C:2]1[CH:7]=[CH:6][CH:5]=[CH:4][CH:3]=1. The yield is 0.480. (5) The reactants are [CH3:1][C:2]1[O:6][N:5]=[C:4]([C:7]2[CH:12]=[CH:11][CH:10]=[CH:9][CH:8]=2)[C:3]=1[CH2:13][O:14][C:15]1[N:20]=[N:19][C:18]([NH2:21])=[CH:17][CH:16]=1.Cl[C:23]([O:25][CH2:26][CH3:27])=[O:24]. The catalyst is CN(C1C=CN=CC=1)C.N1C=CC=CC=1. The product is [CH2:26]([O:25][C:23](=[O:24])[NH:21][C:18]1[N:19]=[N:20][C:15]([O:14][CH2:13][C:3]2[C:4]([C:7]3[CH:8]=[CH:9][CH:10]=[CH:11][CH:12]=3)=[N:5][O:6][C:2]=2[CH3:1])=[CH:16][CH:17]=1)[CH3:27]. The yield is 0.730. (6) The reactants are [C:1]([C:3]1[CH:4]=[C:5]([C:13]2[S:17][C:16]([N:18]3[C:37]([CH3:38])=[C:21]4[CH2:22][N:23]([C:26](=[O:36])[CH2:27][NH:28]C(=O)OC(C)(C)C)[CH2:24][CH2:25][C:20]4=[N:19]3)=[N:15][N:14]=2)[CH:6]=[CH:7][C:8]=1[O:9][CH:10]([CH3:12])[CH3:11])#[N:2].FC(F)(F)C(O)=O. The catalyst is ClCCl. The product is [NH2:28][CH2:27][C:26]([N:23]1[CH2:24][CH2:25][C:20]2=[N:19][N:18]([C:16]3[S:17][C:13]([C:5]4[CH:6]=[CH:7][C:8]([O:9][CH:10]([CH3:12])[CH3:11])=[C:3]([CH:4]=4)[C:1]#[N:2])=[N:14][N:15]=3)[C:37]([CH3:38])=[C:21]2[CH2:22]1)=[O:36]. The yield is 0.330.